This data is from CYP2C9 inhibition data for predicting drug metabolism from PubChem BioAssay. The task is: Regression/Classification. Given a drug SMILES string, predict its absorption, distribution, metabolism, or excretion properties. Task type varies by dataset: regression for continuous measurements (e.g., permeability, clearance, half-life) or binary classification for categorical outcomes (e.g., BBB penetration, CYP inhibition). Dataset: cyp2c9_veith. (1) The drug is C[n+]1cc2c3c(ccc2c2ccc4cc5c(cc4c21)OCO5)OCO3. The result is 0 (non-inhibitor). (2) The drug is N#CCCN. The result is 0 (non-inhibitor). (3) The compound is COc1ccccc1N1CCN(C[C@@H](C(=O)NC(C)(C)C)c2ccccc2)CC1. The result is 0 (non-inhibitor). (4) The molecule is O=c1ccc(NS(=O)(=O)c2ccccc2)cn1Cc1ccc(Cl)c(Cl)c1. The result is 1 (inhibitor). (5) The drug is COc1cccc([C@@H]2Oc3ccc(OC)cc3/C(=N/OC[C@@H](C)[C@H](OCc3ccccc3)C(C)C)[C@@H]2O)c1. The result is 1 (inhibitor). (6) The drug is CCOC(=O)c1ccc(Nc2nc(=O)c3cccnc3s2)cc1. The result is 1 (inhibitor).